Task: Regression. Given two drug SMILES strings and cell line genomic features, predict the synergy score measuring deviation from expected non-interaction effect.. Dataset: NCI-60 drug combinations with 297,098 pairs across 59 cell lines Drug 2: CC1=C(C=C(C=C1)C(=O)NC2=CC(=CC(=C2)C(F)(F)F)N3C=C(N=C3)C)NC4=NC=CC(=N4)C5=CN=CC=C5. Drug 1: CC1=CC=C(C=C1)C2=CC(=NN2C3=CC=C(C=C3)S(=O)(=O)N)C(F)(F)F. Synergy scores: CSS=-2.64, Synergy_ZIP=1.67, Synergy_Bliss=2.08, Synergy_Loewe=-0.833, Synergy_HSA=-2.44. Cell line: IGROV1.